From a dataset of Kinase inhibitor binding affinity data with 442 proteins and 68 drugs (Kd values). Regression. Given a target protein amino acid sequence and a drug SMILES string, predict the binding affinity score between them. We predict pKd (pKd = -log10(Kd in M); higher means stronger binding). Dataset: davis. (1) The small molecule is O=C(c1ccc(C=Cc2n[nH]c3ccccc23)cc1)N1CCNCC1. The target protein (TESK1) has sequence LKMNKLPSNRGNTLREVQLMNRLRHPNILRFMGVCVHQGQLHALTEYMNGGTLEXLLSSPEPLSWPVRLHLALDIARGLRYLHSKGVFHRDLTSKNCLVRREDRGFTAVVGDFGLAEKIPVYREGARKEPLAVVGSPYWMAPEVLRGELYDEKADVFAFGIVLCELIARVPADPDYLPRTEDFGLDVPAFRTLVGDDCPLPFLLLAIHCCNLEPSTRAPFTEITQHLEWILEQLPEPAPLTXTA. The pKd is 5.0. (2) The compound is CCN(CCO)CCCOc1ccc2c(Nc3cc(CC(=O)Nc4cccc(F)c4)[nH]n3)ncnc2c1. The target protein (PIP5K1C) has sequence MELEVPDEAESAEAGAVPSEAAWAAESGAAAGLAQKKAAPTEVLSMTAQPGPGHGKKLGHRGVDASGETTYKKTTSSTLKGAIQLGIGYTVGHLSSKPERDVLMQDFYVVESIFFPSEGSNLTPAHHFQDFRFKTYAPVAFRYFRELFGIRPDDYLYSLCNEPLIELSNPGASGSLFYVTSDDEFIIKTVMHKEAEFLQKLLPGYYMNLNQNPRTLLPKFYGLYCVQSGGKNIRVVVMNNILPRVVKMHLKFDLKGSTYKRRASKKEKEKSFPTYKDLDFMQDMPEGLLLDADTFSALVKTLQRDCLVLESFKIMDYSLLLGVHNIDQHERERQAQGAQSTSDEKRPVGQKALYSTAMESIQGGAARGEAIESDDTMGGIPAVNGRGERLLLHIGIIDILQSYRFIKKLEHTWKALVHDGDTVSVHRPSFYAERFFKFMSNTVFRKNSSLKSSPSKKGRGGALLAVKPLGPTAAFSASQIPSEREEAQYDLRGARSYPTL.... The pKd is 5.0. (3) The compound is CCN(CCO)CCCOc1ccc2c(Nc3cc(CC(=O)Nc4cccc(F)c4)[nH]n3)ncnc2c1. The target protein (ABL2) has sequence MVLGTVLLPPNSYGRDQDTSLCCLCTEASESALPDLTDHFASCVEDGFEGDKTGGSSPEALHRPYGCDVEPQALNEAIRWSSKENLLGATESDPNLFVALYDFVASGDNTLSITKGEKLRVLGYNQNGEWSEVRSKNGQGWVPSNYITPVNSLEKHSWYHGPVSRSAAEYLLSSLINGSFLVRESESSPGQLSISLRYEGRVYHYRINTTADGKVYVTAESRFSTLAELVHHHSTVADGLVTTLHYPAPKCNKPTVYGVSPIHDKWEMERTDITMKHKLGGGQYGEVYVGVWKKYSLTVAVKTLKEDTMEVEEFLKEAAVMKEIKHPNLVQLLGVCTLEPPFYIVTEYMPYGNLLDYLRECNREEVTAVVLLYMATQISSAMEYLEKKNFIHRDLAARNCLVGENHVVKVADFGLSRLMTGDTYTAHAGAKFPIKWTAPESLAYNTFSIKSDVWAFGVLLWEIATYGMSPYPGIDLSQVYDLLEKGYRMEQPEGCPPKVY.... The pKd is 5.0. (4) The small molecule is COC1C(N(C)C(=O)c2ccccc2)CC2OC1(C)n1c3ccccc3c3c4c(c5c6ccccc6n2c5c31)C(=O)NC4. The target protein is PFCDPK1(Pfalciparum). The pKd is 6.0. (5) The drug is Cc1ccc(F)c(NC(=O)Nc2ccc(-c3cccc4[nH]nc(N)c34)cc2)c1. The target protein is PFCDPK1(Pfalciparum). The pKd is 5.0. (6) The drug is CN(C)CC=CC(=O)Nc1cc2c(Nc3ccc(F)c(Cl)c3)ncnc2cc1OC1CCOC1. The target protein (ANKK1) has sequence MAADPTELRLGSLPVFTRDDFEGDWRLVASGGFSQVFQARHRRWRTEYAIKCAPCLPPDAASSDVNYLIEEAAKMKKIKFQHIVSIYGVCKQPLGIVMEFMANGSLEKVLSTHSLCWKLRFRIIHETSLAMNFLHSIKPPLLHLDLKPGNILLDSNMHVKISDFGLSKWMEQSTRMQYIERSALRGMLSYIPPEMFLESNKAPGPKYDVYSFAIVIWELLTQKKPYSGFNMMMIIIRVAAGMRPSLQPVSDQWPSEAQQMVDLMKRCWDQDPKKRPCFLDITIETDILLSLLQSRVAVPESKALARKVSCKLSLRQPGEVNEDISQELMDSDSGNYLKRALQLSDRKNLVPRDEELCIYENKVTPLHFLVAQGSVEQVRLLLAHEVDVDCQTASGYTPLLIAAQDQQPDLCALLLAHGADANRVDEDGWAPLHFAAQNGDDGTARLLLDHGACVDAQEREGWTPLHLAAQNNFENVARLLVSRQADPNLHEAEGKTPLHV.... The pKd is 5.0.